Dataset: Catalyst prediction with 721,799 reactions and 888 catalyst types from USPTO. Task: Predict which catalyst facilitates the given reaction. (1) Reactant: [N:1]1([CH2:6][CH2:7][N:8]2[C:16]3[C:11](=[C:12]([NH2:17])[CH:13]=[CH:14][CH:15]=3)[CH:10]=[N:9]2)[CH2:5][CH2:4][CH2:3][CH2:2]1.[C:18]([O:22][C:23]([NH:25][CH2:26][C:27](O)=[O:28])=[O:24])([CH3:21])([CH3:20])[CH3:19].Cl.C(N=C=NC(C)(C)CC)C.ON1C2C=CC=CC=2N=N1.CN1CCOCC1. Product: [C:18]([O:22][C:23](=[O:24])[NH:25][CH2:26][C:27](=[O:28])[NH:17][C:12]1[CH:13]=[CH:14][CH:15]=[C:16]2[C:11]=1[CH:10]=[N:9][N:8]2[CH2:7][CH2:6][N:1]1[CH2:5][CH2:4][CH2:3][CH2:2]1)([CH3:21])([CH3:19])[CH3:20]. The catalyst class is: 3. (2) Reactant: [NH2:1][C:2]1[S:3][C:4]2[CH:10]=[C:9]([CH3:11])[C:8]([OH:12])=[CH:7][C:5]=2[N:6]=1.[CH2:13]([N:15]=[C:16]=[O:17])[CH3:14]. Product: [CH2:13]([NH:15][C:16]([NH:1][C:2]1[S:3][C:4]2[CH:10]=[C:9]([CH3:11])[C:8]([OH:12])=[CH:7][C:5]=2[N:6]=1)=[O:17])[CH3:14]. The catalyst class is: 12. (3) Reactant: [Br:1][C:2]1[CH:3]=[CH:4][C:5]([F:9])=[C:6]([OH:8])[CH:7]=1.C([O-])([O-])=O.[Cs+].[Cs+].Br[CH2:17][CH2:18][CH:19]=[CH2:20]. Product: [Br:1][C:2]1[CH:3]=[CH:4][C:5]([F:9])=[C:6]([O:8][CH2:20][CH2:19][CH:18]=[CH2:17])[CH:7]=1. The catalyst class is: 18. (4) Reactant: [Br:1][C:2]1[C:3]([O:9][CH3:10])=[C:4]([NH2:8])[CH:5]=[CH:6][CH:7]=1.[NH2:11][OH:12].OS(O)(=O)=O.Cl.Cl[C:20](Cl)(Cl)[CH:21]([OH:23])O.[O-]S([O-])(=O)=O.[Na+].[Na+]. Product: [Br:1][C:2]1[C:3]([O:9][CH3:10])=[C:4]([NH:8][C:21](=[O:23])[CH:20]=[N:11][OH:12])[CH:5]=[CH:6][CH:7]=1. The catalyst class is: 6. (5) Reactant: [CH2:1]([O:3][C:4]1[CH:9]=[CH:8][C:7]([S:10]([N:13]([CH2:21][C:22]([O:24]C)=O)[C:14]2[CH:19]=[CH:18][C:17]([CH3:20])=[CH:16][CH:15]=2)(=[O:12])=[O:11])=[CH:6][CH:5]=1)[CH3:2].O.[NH2:27][NH2:28]. Product: [CH2:1]([O:3][C:4]1[CH:9]=[CH:8][C:7]([S:10]([N:13]([CH2:21][C:22]([NH:27][NH2:28])=[O:24])[C:14]2[CH:19]=[CH:18][C:17]([CH3:20])=[CH:16][CH:15]=2)(=[O:12])=[O:11])=[CH:6][CH:5]=1)[CH3:2]. The catalyst class is: 5. (6) Reactant: [CH3:1][C:2]1[C:7]([NH2:8])=[CH:6][C:5]([N+:9]([O-:11])=[O:10])=[CH:4][N:3]=1.[C:12]([O:15]C(=O)C)(=O)[CH3:13].CC([O-])=O.[K+].[N:24](OC(C)C)=O. Product: [N+:9]([C:5]1[CH:6]=[C:7]2[N:8]([C:12](=[O:15])[CH3:13])[N:24]=[CH:1][C:2]2=[N:3][CH:4]=1)([O-:11])=[O:10]. The catalyst class is: 48. (7) Product: [I:26][C:27]1[CH:28]=[CH:29][C:30]([CH2:31][N:32]([CH2:33][C:34]([O:36][C:37]([CH3:38])([CH3:39])[CH3:40])=[O:35])[C:17](=[O:18])[C:16]2[CH:20]=[CH:21][C:13]([NH:12][C:10](=[O:11])[CH2:9][C:6]3[CH:7]=[CH:8][C:3]([O:2][CH3:1])=[CH:4][C:5]=3[C:22]([F:25])([F:23])[F:24])=[CH:14][CH:15]=2)=[CH:41][CH:42]=1. The catalyst class is: 499. Reactant: [CH3:1][O:2][C:3]1[CH:8]=[CH:7][C:6]([CH2:9][C:10]([NH:12][C:13]2[CH:21]=[CH:20][C:16]([C:17](O)=[O:18])=[CH:15][CH:14]=2)=[O:11])=[C:5]([C:22]([F:25])([F:24])[F:23])[CH:4]=1.[I:26][C:27]1[CH:42]=[CH:41][C:30]([CH2:31][NH:32][CH2:33][C:34]([O:36][C:37]([CH3:40])([CH3:39])[CH3:38])=[O:35])=[CH:29][CH:28]=1.CN(C(ON1N=NC2C=CC=NC1=2)=[N+](C)C)C.F[P-](F)(F)(F)(F)F. (8) Reactant: [C:1]([C:5]1[O:9][N:8]=[C:7]([C:10]2[CH:15]=[C:14](Cl)[C:13]([CH:17]3[CH2:19][CH2:18]3)=[CH:12][N:11]=2)[N:6]=1)([CH3:4])([CH3:3])[CH3:2].[F:20][C:21]1[CH:22]=[CH:23][C:24]([CH2:27][OH:28])=[N:25][CH:26]=1. Product: [C:1]([C:5]1[O:9][N:8]=[C:7]([C:10]2[CH:15]=[C:14]([O:28][CH2:27][C:24]3[CH:23]=[CH:22][C:21]([F:20])=[CH:26][N:25]=3)[C:13]([CH:17]3[CH2:19][CH2:18]3)=[CH:12][N:11]=2)[N:6]=1)([CH3:4])([CH3:3])[CH3:2]. The catalyst class is: 13.